From a dataset of Peptide-MHC class II binding affinity with 134,281 pairs from IEDB. Regression. Given a peptide amino acid sequence and an MHC pseudo amino acid sequence, predict their binding affinity value. This is MHC class II binding data. The peptide sequence is GIVVAWKVRLLPVPP. The MHC is DRB1_1602 with pseudo-sequence DRB1_1602. The binding affinity (normalized) is 0.223.